Dataset: Reaction yield outcomes from USPTO patents with 853,638 reactions. Task: Predict the reaction yield, written as a fraction of the theoretical maximum amount of product (1.0 means a 100% yield; for example, 0.34 means a 34% yield). (1) No catalyst specified. The yield is 0.693. The reactants are [CH3:1][N:2]([CH3:18])[CH2:3][CH2:4][N:5]1[CH2:10][CH2:9][C:8]2[NH:11][C:12]([CH:15]=O)=[C:13]([CH3:14])[C:7]=2[C:6]1=[O:17].[O:19]=[C:20]1[CH2:28][C:27]2[C:22](=[CH:23][CH:24]=[C:25]([NH:29][CH:30]=[O:31])[CH:26]=2)[NH:21]1. The product is [CH3:1][N:2]([CH3:18])[CH2:3][CH2:4][N:5]1[CH2:10][CH2:9][C:8]2[NH:11][C:12]([CH:15]=[C:28]3[C:27]4[C:22](=[CH:23][CH:24]=[C:25]([NH:29][CH:30]=[O:31])[CH:26]=4)[NH:21][C:20]3=[O:19])=[C:13]([CH3:14])[C:7]=2[C:6]1=[O:17]. (2) The reactants are [Cl:1][C:2]1[CH:3]=[C:4]([NH:12][C:13]([C:15]2[N:16]=[N:17][N:18]([C:20]3[CH:25]=[CH:24][C:23]([CH:26]=O)=[CH:22][CH:21]=3)[CH:19]=2)=[O:14])[CH:5]=[CH:6][C:7]=1[O:8][CH:9]([CH3:11])[CH3:10].[NH:28]1[CH2:31][CH:30]([C:32]([OH:34])=[O:33])[CH2:29]1.C([BH3-])#N.C(O)(=O)C. The catalyst is CO. The product is [Cl:1][C:2]1[CH:3]=[C:4]([NH:12][C:13]([C:15]2[N:16]=[N:17][N:18]([C:20]3[CH:21]=[CH:22][C:23]([CH2:26][N:28]4[CH2:31][CH:30]([C:32]([OH:34])=[O:33])[CH2:29]4)=[CH:24][CH:25]=3)[CH:19]=2)=[O:14])[CH:5]=[CH:6][C:7]=1[O:8][CH:9]([CH3:11])[CH3:10]. The yield is 0.195. (3) The reactants are [CH2:1]([O:8][C:9]1[CH:18]=[C:17]2[C:12]([C:13]([OH:19])=[CH:14][CH:15]=[N:16]2)=[CH:11][C:10]=1[O:20][CH3:21])[C:2]1[CH:7]=[CH:6][CH:5]=[CH:4][CH:3]=1.N1C(C)=CC=CC=1C.C(=O)=O.[F:33][C:34]([F:40])([F:39])[S:35](Cl)(=[O:37])=[O:36]. The catalyst is CN(C)C1C=CN=CC=1.O.C(Cl)Cl. The product is [CH2:1]([O:8][C:9]1[CH:18]=[C:17]2[C:12]([C:13]([O:19][S:35]([C:34]([F:40])([F:39])[F:33])(=[O:37])=[O:36])=[CH:14][CH:15]=[N:16]2)=[CH:11][C:10]=1[O:20][CH3:21])[C:2]1[CH:3]=[CH:4][CH:5]=[CH:6][CH:7]=1. The yield is 0.838. (4) The reactants are [C:1]([Si:5]([CH3:13])([CH3:12])[O:6][CH2:7][CH2:8][CH2:9][CH2:10][OH:11])([CH3:4])([CH3:3])[CH3:2].[N+:14]([C:17]1[CH:24]=[CH:23][CH:22]=[C:21]([N+]([O-])=O)[C:18]=1[C:19]#[N:20])([O-:16])=[O:15]. No catalyst specified. The product is [Si:5]([O:6][CH2:7][CH2:8][CH2:9][CH2:10][O:11][C:21]1[CH:22]=[CH:23][CH:24]=[C:17]([N+:14]([O-:16])=[O:15])[C:18]=1[C:19]#[N:20])([C:1]([CH3:4])([CH3:3])[CH3:2])([CH3:13])[CH3:12]. The yield is 0.250. (5) The reactants are [CH3:1][C:2]([C:4]1[CH:9]=[CH:8][C:7]([F:10])=[C:6]([O:11][CH3:12])[CH:5]=1)=O.Cl.[N:14]1[O:15][N:16]=[C:17]2[CH:22]=[C:21]([CH2:23][O:24][NH2:25])[CH:20]=[CH:19][C:18]=12.N1C=CC=CC=1. The catalyst is C(O)C. The product is [N:14]1[O:15][N:16]=[C:17]2[CH:22]=[C:21]([CH2:23][O:24][N:25]=[C:2]([C:4]3[CH:9]=[CH:8][C:7]([F:10])=[C:6]([O:11][CH3:12])[CH:5]=3)[CH3:1])[CH:20]=[CH:19][C:18]=12. The yield is 0.740. (6) The product is [F:7][C:8]([C:18]1[CH:23]=[CH:22][C:21]([C:24]2[CH:32]=[CH:31][C:27]([C:28]([NH:39][CH3:38])=[O:29])=[CH:26][CH:25]=2)=[CH:20][CH:19]=1)([CH3:17])[CH2:9][NH:10][S:11]([CH:14]([CH3:16])[CH3:15])(=[O:13])=[O:12]. The yield is 0.320. The catalyst is C(Cl)Cl.CN(C=O)C.O. The reactants are C(Cl)(=O)C(Cl)=O.[F:7][C:8]([C:18]1[CH:23]=[CH:22][C:21]([C:24]2[CH:32]=[CH:31][C:27]([C:28](O)=[O:29])=[CH:26][CH:25]=2)=[CH:20][CH:19]=1)([CH3:17])[CH2:9][NH:10][S:11]([CH:14]([CH3:16])[CH3:15])(=[O:13])=[O:12].C1COCC1.[CH3:38][NH2:39]. (7) The reactants are Br[CH2:2][C:3]([CH2:26][CH3:27])=[CH:4][CH2:5][C:6]1[C:14]([O:15]CC[Si](C)(C)C)=[C:13]2[C:9]([CH2:10][O:11][C:12]2=[O:22])=[C:8]([CH3:23])[C:7]=1[O:24][CH3:25].C[O:29][P:30]([O:33]C)[O:31]C.C[Si](Br)(C)C.N1C(C)=CC=CC=1C. No catalyst specified. The product is [CH2:26]([C:3](=[CH:4][CH2:5][C:6]1[C:14]([OH:15])=[C:13]2[C:9](=[C:8]([CH3:23])[C:7]=1[O:24][CH3:25])[CH2:10][O:11][C:12]2=[O:22])[CH2:2][P:30](=[O:29])([OH:33])[OH:31])[CH3:27]. The yield is 0.580. (8) The reactants are C1(P(C2C=CC=CC=2)C2C=CC=CC=2)C=CC=CC=1.BrN1C(=O)CCC1=O.[CH:28]1(/[CH:33]=[C:34](\[C:38]2[CH:43]=[CH:42][C:41]([N:44]3[C:48]([CH3:49])=[N:47][N:46]=[N:45]3)=[C:40]([F:50])[CH:39]=2)/[C:35]([OH:37])=O)[CH2:32][CH2:31][CH2:30][CH2:29]1.[NH2:51][C:52]1[CH:57]=[CH:56][C:55]([Br:58])=[CH:54][N:53]=1. The catalyst is C(Cl)Cl. The product is [Br:58][C:55]1[CH:56]=[CH:57][C:52]([NH:51][C:35](=[O:37])/[C:34](/[C:38]2[CH:43]=[CH:42][C:41]([N:44]3[C:48]([CH3:49])=[N:47][N:46]=[N:45]3)=[C:40]([F:50])[CH:39]=2)=[CH:33]/[CH:28]2[CH2:32][CH2:31][CH2:30][CH2:29]2)=[N:53][CH:54]=1. The yield is 0.280.